Dataset: Catalyst prediction with 721,799 reactions and 888 catalyst types from USPTO. Task: Predict which catalyst facilitates the given reaction. (1) Reactant: [N+:1]([C:4]1[CH:9]=[CH:8][C:7]([C:10]([C:12]2[NH:13][CH:14]=[CH:15][CH:16]=2)=[O:11])=[CH:6][CH:5]=1)([O-])=O.[Sn](Cl)(Cl)(Cl)Cl. Product: [NH2:1][C:4]1[CH:9]=[CH:8][C:7]([C:10]([C:12]2[NH:13][CH:14]=[CH:15][CH:16]=2)=[O:11])=[CH:6][CH:5]=1. The catalyst class is: 8. (2) Reactant: CC(OC([N:8]1[C:12]2[CH:13]=[C:14]([C:17]3[CH:18]=[CH:19][C:20]4[O:26][CH2:25][CH2:24][N:23](C(OC(C)(C)C)=O)[CH2:22][C:21]=4[CH:34]=3)[CH:15]=[CH:16][C:11]=2[N:10]=[C:9]1[CH3:35])=O)(C)C.C(OCC)C.[ClH:41]. Product: [ClH:41].[ClH:41].[CH3:35][C:9]1[NH:8][C:12]2[CH:13]=[C:14]([C:17]3[CH:18]=[CH:19][C:20]4[O:26][CH2:25][CH2:24][NH:23][CH2:22][C:21]=4[CH:34]=3)[CH:15]=[CH:16][C:11]=2[N:10]=1. The catalyst class is: 71. (3) Reactant: [NH2:1][C:2]1[CH:16]=[CH:15][CH:14]=[CH:13][C:3]=1[CH2:4][NH:5][C:6](=[O:12])[O:7][C:8]([CH3:11])([CH3:10])[CH3:9].N1C2C=CC=C[C:20]=2N=N1.C=O.[BH4-].[Na+].C(=O)([O-])O.[Na+]. Product: [C:8]([O:7][C:6](=[O:12])[NH:5][CH2:4][C:3]1[CH:13]=[CH:14][CH:15]=[CH:16][C:2]=1[NH:1][CH3:20])([CH3:11])([CH3:10])[CH3:9]. The catalyst class is: 162. (4) Reactant: [N+:1]([C:4]1[CH:5]=[C:6](B(O)O)[CH:7]=[CH:8][CH:9]=1)([O-:3])=[O:2].Br[C:14]1[CH:20]=[CH:19][C:17]([NH2:18])=[CH:16][C:15]=1[Cl:21]. Product: [Cl:21][C:15]1[CH:16]=[C:17]([NH2:18])[CH:19]=[CH:20][C:14]=1[C:6]1[CH:7]=[CH:8][CH:9]=[C:4]([N+:1]([O-:3])=[O:2])[CH:5]=1. The catalyst class is: 73.